From a dataset of Reaction yield outcomes from USPTO patents with 853,638 reactions. Predict the reaction yield, written as a fraction of the theoretical maximum amount of product (1.0 means a 100% yield; for example, 0.34 means a 34% yield). (1) The reactants are [F:1][C:2]1[CH:7]=[C:6]([F:8])[CH:5]=[CH:4][C:3]=1[C:9]1([C:23]2[CH:28]=[CH:27][C:26]([F:29])=[CH:25][C:24]=2[F:30])[O:13][C:12]2[CH:14]=[C:15]([F:22])[C:16]([S:18](Cl)(=[O:20])=[O:19])=[CH:17][C:11]=2[O:10]1.[NH:31]1[CH2:35][CH2:34][CH2:33][CH2:32]1. The catalyst is C(OCC)C.C(OCC)(=O)C. The product is [F:1][C:2]1[CH:7]=[C:6]([F:8])[CH:5]=[CH:4][C:3]=1[C:9]1([C:23]2[CH:28]=[CH:27][C:26]([F:29])=[CH:25][C:24]=2[F:30])[O:13][C:12]2[CH:14]=[C:15]([F:22])[C:16]([S:18]([N:31]3[CH2:35][CH2:34][CH2:33][CH2:32]3)(=[O:20])=[O:19])=[CH:17][C:11]=2[O:10]1. The yield is 0.740. (2) The reactants are CN1CCCC1.C=C(OC(=O)[N:12]([C:14]1[CH:23]=[C:22]2[C:17]([CH:18]=[C:19]([C:25]3[CH:30]=[C:29]([NH:31][C:32](OC(C)=C)=[O:33])[C:28]([F:38])=[CH:27][C:26]=3[CH3:39])[C:20]([CH3:24])=[N:21]2)=[CH:16][N:15]=1)[CH3:13])C.[CH2:41]([NH2:49])[CH2:42][C:43]1[CH:48]=[CH:47][CH:46]=[CH:45][CH:44]=1. The catalyst is O1CCOCC1. The product is [F:38][C:28]1[CH:27]=[C:26]([CH3:39])[C:25]([C:19]2[C:20]([CH3:24])=[N:21][C:22]3[C:17]([CH:18]=2)=[CH:16][N:15]=[C:14]([NH:12][CH3:13])[CH:23]=3)=[CH:30][C:29]=1[NH:31][C:32]([NH:49][CH2:41][CH2:42][C:43]1[CH:48]=[CH:47][CH:46]=[CH:45][CH:44]=1)=[O:33]. The yield is 0.770. (3) The catalyst is CS(C)=O. The yield is 0.510. The reactants are C(O)(=O)C.[N+:5](/[CH:8]=[CH:9]/[C:10]1[CH:15]=[CH:14][C:13]([CH2:16][O:17][C:18]2[CH:23]=[CH:22][CH:21]=[CH:20][CH:19]=2)=[CH:12][CH:11]=1)([O-:7])=[O:6].[BH4-].[Na+]. The product is [N+:5]([CH2:8][CH2:9][C:10]1[CH:15]=[CH:14][C:13]([CH2:16][O:17][C:18]2[CH:23]=[CH:22][CH:21]=[CH:20][CH:19]=2)=[CH:12][CH:11]=1)([O-:7])=[O:6]. (4) The reactants are [F:1][C:2]1[CH:37]=[C:36]([F:38])[CH:35]=[CH:34][C:3]=1[CH2:4][N:5]1[C:10]([C:11]2[S:12][C:13]([C:16]3[CH:21]=[C:20]([O:22][CH2:23][CH3:24])[N:19]=[C:18]([S:25][CH3:26])[N:17]=3)=[CH:14][CH:15]=2)=[CH:9][C:8]([C:27]([F:30])([F:29])[F:28])=[C:7]([C:31]#[N:32])[C:6]1=[O:33].[OH2:39].[OH2:40].O.O.O.O.C(O[O-])(=O)C1C(=CC=CC=1)C([O-])=O.[Mg+2].C1C=C(C([O-])=O)C(C(O[O-])=O)=CC=1.[Mg+2]. The catalyst is ClCCl.CO. The product is [F:1][C:2]1[CH:37]=[C:36]([F:38])[CH:35]=[CH:34][C:3]=1[CH2:4][N:5]1[C:10]([C:11]2[S:12][C:13]([C:16]3[CH:21]=[C:20]([O:22][CH2:23][CH3:24])[N:19]=[C:18]([S:25]([CH3:26])(=[O:40])=[O:39])[N:17]=3)=[CH:14][CH:15]=2)=[CH:9][C:8]([C:27]([F:29])([F:30])[F:28])=[C:7]([C:31]#[N:32])[C:6]1=[O:33]. The yield is 0.800. (5) The reactants are Cl[C:2]1[N:7]=[CH:6][C:5]([C:8]([O:10][CH3:11])=[O:9])=[CH:4][N:3]=1.[CH3:12][O:13][CH2:14][CH:15]1[CH2:20][NH:19][CH2:18][CH2:17][NH:16]1.C(N(C(C)C)C(C)C)C. The catalyst is C(Cl)Cl. The product is [CH3:12][O:13][CH2:14][CH:15]1[NH:16][CH2:17][CH2:18][N:19]([C:2]2[N:7]=[CH:6][C:5]([C:8]([O:10][CH3:11])=[O:9])=[CH:4][N:3]=2)[CH2:20]1. The yield is 0.750. (6) The reactants are [OH:1][CH2:2][C@H:3]1[CH2:22][N:7]2[CH2:8][CH2:9][N:10]([C:12]3[CH:17]=[CH:16][C:15]([F:18])=[CH:14][C:13]=3[N+:19]([O-])=O)[CH2:11][C@@H:6]2[CH2:5][CH2:4]1.[H][H]. The catalyst is CO.C1COCC1.[Pd]. The product is [OH:1][CH2:2][C@H:3]1[CH2:22][N:7]2[CH2:8][CH2:9][N:10]([C:12]3[CH:17]=[CH:16][C:15]([F:18])=[CH:14][C:13]=3[NH2:19])[CH2:11][C@@H:6]2[CH2:5][CH2:4]1. The yield is 0.980. (7) No catalyst specified. The reactants are [NH2:1][C:2]1[CH:7]=[CH:6][CH:5]=[CH:4][CH:3]=1.[OH:8]O. The yield is 0.970. The product is [NH2:1][C:2]1[CH:7]=[CH:6][CH:5]=[CH:4][CH:3]=1.[N:1]([C:2]1[CH:7]=[CH:6][CH:5]=[CH:4][CH:3]=1)=[O:8]. (8) The reactants are [C:1]([C:4]1[C:9]([NH:10][C:11]([C:13]2[S:14][CH:15]=[C:16]([CH:18]([CH3:20])[CH3:19])[N:17]=2)=O)=[C:8]([CH3:21])[C:7]([O:22][CH3:23])=[CH:6][CH:5]=1)(=[O:3])[CH3:2].C(C1N=C(C2C=C(O)C3C(=CC(OC)=CC=3)N=2)SC=1)(C)C. No catalyst specified. The product is [CH:18]([C:16]1[N:17]=[C:13]([C:11]2[CH:2]=[C:1]([OH:3])[C:4]3[C:9](=[C:8]([CH3:21])[C:7]([O:22][CH3:23])=[CH:6][CH:5]=3)[N:10]=2)[S:14][CH:15]=1)([CH3:20])[CH3:19]. The yield is 0.600. (9) The reactants are [C:1]([N:9]1[CH2:22][CH2:21][C:20]2[C:19]3[CH:18]=[C:17](Br)[CH:16]=[CH:15][C:14]=3[NH:13][C:12]=2[CH2:11][CH2:10]1)(=[O:8])[C:2]1[CH:7]=[CH:6][CH:5]=[CH:4][CH:3]=1.N#N.[CH3:26][O:27][C:28]1[CH:33]=[CH:32][C:31](B2OB([C:31]3[CH:32]=[CH:33][C:28]([O:27][CH3:26])=[CH:29][C:30]=3[CH3:58])OB([C:31]3[CH:32]=[CH:33][C:28]([O:27][CH3:26])=[CH:29][C:30]=3[CH3:58])O2)=[C:30]([CH3:58])[CH:29]=1.C([O-])([O-])=O.[Na+].[Na+]. The catalyst is COCCOC.CO. The product is [C:1]([N:9]1[CH2:22][CH2:21][C:20]2[C:19]3[CH:18]=[C:17]([C:31]4[CH:32]=[CH:33][C:28]([O:27][CH3:26])=[CH:29][C:30]=4[CH3:58])[CH:16]=[CH:15][C:14]=3[NH:13][C:12]=2[CH2:11][CH2:10]1)(=[O:8])[C:2]1[CH:7]=[CH:6][CH:5]=[CH:4][CH:3]=1. The yield is 0.370. (10) The reactants are C[O:2][C:3](=[O:47])[CH2:4][C@H:5]([OH:46])[CH2:6][C@H:7]([OH:45])[CH:8]=[CH:9][C:10]1[N:11]([CH:42]([CH3:44])[CH3:43])[C:12]([C:28](=[O:41])[NH:29][CH2:30][C:31]2[CH:36]=[CH:35][CH:34]=[C:33]([C:37]([O:39][CH3:40])=[O:38])[CH:32]=2)=[C:13]([C:22]2[CH:27]=[CH:26][CH:25]=[CH:24][CH:23]=2)[C:14]=1[C:15]1[CH:20]=[CH:19][C:18]([F:21])=[CH:17][CH:16]=1.C(O)C.O.[OH-].[Na+:53]. The catalyst is CO.C(Cl)Cl. The product is [Na+:53].[F:21][C:18]1[CH:17]=[CH:16][C:15]([C:14]2[C:13]([C:22]3[CH:23]=[CH:24][CH:25]=[CH:26][CH:27]=3)=[C:12]([C:28](=[O:41])[NH:29][CH2:30][C:31]3[CH:36]=[CH:35][CH:34]=[C:33]([C:37]([O:39][CH3:40])=[O:38])[CH:32]=3)[N:11]([CH:42]([CH3:44])[CH3:43])[C:10]=2[CH:9]=[CH:8][C@@H:7]([OH:45])[CH2:6][C@@H:5]([OH:46])[CH2:4][C:3]([O-:47])=[O:2])=[CH:20][CH:19]=1. The yield is 1.00.